Dataset: Aqueous solubility values for 9,982 compounds from the AqSolDB database. Task: Regression/Classification. Given a drug SMILES string, predict its absorption, distribution, metabolism, or excretion properties. Task type varies by dataset: regression for continuous measurements (e.g., permeability, clearance, half-life) or binary classification for categorical outcomes (e.g., BBB penetration, CYP inhibition). For this dataset (solubility_aqsoldb), we predict Y. (1) The molecule is Cc1cc(Nc2nc(NCCO)nc(Nc3ccc(N=Nc4cc(S(=O)(=O)[O-])c5cccc(S(=O)(=O)[O-])c5c4)c(C)c3)n2)ccc1N=Nc1cc(S(=O)(=O)[O-])c2cccc(S(=O)(=O)[O-])c2c1.[Na+].[Na+].[Na+].[Na+]. The Y is -1.17 log mol/L. (2) The molecule is CCCC[N+](=O)[O-]. The Y is -1.35 log mol/L. (3) The molecule is O=S(=O)(c1ccccc1)c1ccccc1. The Y is -4.19 log mol/L. (4) The drug is C=CC(C)C. The Y is -2.73 log mol/L. (5) The molecule is O=P(c1ccccc1)(c1ccccc1)c1ccccc1. The Y is -2.88 log mol/L. (6) The compound is O=[N+]([O-])c1ccc([N+](=O)[O-])c(O)c1. The Y is -2.68 log mol/L. (7) The molecule is NS(=O)(=O)c1cc2cc(CNCc3ccccn3)sc2o1. The Y is -1.33 log mol/L. (8) The drug is CC(=O)Oc1ccc(C(C)(C)CC(C)(C)C)cc1C1C(=O)Oc2ccc(C(C)(C)CC(C)(C)C)cc21. The Y is -6.69 log mol/L. (9) The compound is [S-]c1nc2ccccc2s1.[S-]c1nc2ccccc2s1.[Zn+2]. The Y is -4.29 log mol/L.